From a dataset of Retrosynthesis with 50K atom-mapped reactions and 10 reaction types from USPTO. Predict the reactants needed to synthesize the given product. (1) Given the product COC/C=C/c1cnc(Nc2cnc(C#N)cn2)cc1NCC1CCNCC1, predict the reactants needed to synthesize it. The reactants are: COC/C=C/c1cnc(Nc2cnc(C#N)cn2)cc1NCC1CCN(C(=O)OC(C)(C)C)CC1. (2) Given the product Nc1cc(Cl)nc(OCc2cccc3ccccc23)n1, predict the reactants needed to synthesize it. The reactants are: Nc1cc(Cl)nc(Cl)n1.OCc1cccc2ccccc12. (3) The reactants are: C=CCC1CCCNC1=O.Nc1ccc(I)c(Cl)c1. Given the product C=CCC1CCCN(c2ccc(N)cc2Cl)C1=O, predict the reactants needed to synthesize it. (4) Given the product CCCCn1c(=O)c2[nH]c(N3CCCCC3)nc2n(CCCC)c1=O, predict the reactants needed to synthesize it. The reactants are: C1CCNCC1.CCCCn1c(=O)c2[nH]c(Br)nc2n(CCCC)c1=O. (5) Given the product CCOC(=O)c1csc(N2CCOCC2)n1, predict the reactants needed to synthesize it. The reactants are: CCOC(=O)C(=O)CBr.NC(=S)N1CCOCC1. (6) The reactants are: CNC1CCCCC1.O=C(O)c1cc(-c2ccccc2)nc2ccccc12. Given the product CN(C(=O)c1cc(-c2ccccc2)nc2ccccc12)C1CCCCC1, predict the reactants needed to synthesize it.